Dataset: Forward reaction prediction with 1.9M reactions from USPTO patents (1976-2016). Task: Predict the product of the given reaction. (1) Given the reactants Cl[C:2]1[CH:7]=[C:6]([C:8]2[CH:13]=[CH:12][C:11]([O:14][CH:15]([CH3:17])[CH3:16])=[CH:10][CH:9]=2)[N:5]=[C:4]([C:18]2[CH:23]=[CH:22][CH:21]=[CH:20][N:19]=2)[CH:3]=1.[F-:24].[Cs+].CS(C)=O.CCCCCC, predict the reaction product. The product is: [F:24][C:2]1[CH:7]=[C:6]([C:8]2[CH:13]=[CH:12][C:11]([O:14][CH:15]([CH3:17])[CH3:16])=[CH:10][CH:9]=2)[N:5]=[C:4]([C:18]2[CH:23]=[CH:22][CH:21]=[CH:20][N:19]=2)[CH:3]=1. (2) Given the reactants [OH:1][C:2]1[CH:3]=[C:4]([CH:7]=[CH:8][CH:9]=1)[CH:5]=[O:6].Cl[C:11]1[CH:16]=[CH:15][C:14]([C:17]([F:20])([F:19])[F:18])=[CH:13][N:12]=1.C(=O)([O-])[O-].[K+].[K+].O, predict the reaction product. The product is: [F:18][C:17]([F:20])([F:19])[C:14]1[CH:15]=[CH:16][C:11]([O:1][C:2]2[CH:3]=[C:4]([CH:7]=[CH:8][CH:9]=2)[CH:5]=[O:6])=[N:12][CH:13]=1. (3) Given the reactants [C:1]1([CH:7]([C:9]2[CH:10]=[N:11][C:12]([N:15]3[CH2:20][CH2:19][N:18]([C:21]4[N:26]=[CH:25][N:24]=[C:23]([NH:27][C:28]5[CH:29]=[N:30][N:31]([CH2:33][C@H:34]6[O:39][CH2:38][CH2:37][N:36](C(OC(C)(C)C)=O)[CH2:35]6)[CH:32]=5)[N:22]=4)[CH2:17][CH2:16]3)=[N:13][CH:14]=2)[CH3:8])[CH:6]=[CH:5][CH:4]=[CH:3][CH:2]=1.FC(F)(F)C(O)=O, predict the reaction product. The product is: [NH:36]1[CH2:37][CH2:38][O:39][C@H:34]([CH2:33][N:31]2[CH:32]=[C:28]([NH:27][C:23]3[N:22]=[C:21]([N:18]4[CH2:17][CH2:16][N:15]([C:12]5[N:11]=[CH:10][C:9]([CH:7]([C:1]6[CH:6]=[CH:5][CH:4]=[CH:3][CH:2]=6)[CH3:8])=[CH:14][N:13]=5)[CH2:20][CH2:19]4)[N:26]=[CH:25][N:24]=3)[CH:29]=[N:30]2)[CH2:35]1. (4) Given the reactants Cl[C:2]1[N:7]=[CH:6][N:5]2[N:8]=[CH:9][C:10]([C:11]([O:13][CH3:14])=[O:12])=[C:4]2[CH:3]=1.[F:15][C:16]1[CH:17]=[C:18]([CH:21]=[CH:22][CH:23]=1)[CH2:19][NH2:20].C(N(CC)C(C)C)(C)C, predict the reaction product. The product is: [F:15][C:16]1[CH:17]=[C:18]([CH:21]=[CH:22][CH:23]=1)[CH2:19][NH:20][C:2]1[CH:3]=[CH:4][N:5]2[N:8]=[CH:9][C:10]([C:11]([O:13][CH3:14])=[O:12])=[C:6]2[N:7]=1. (5) Given the reactants [S:1]1[CH:5]=[CH:4][N:3]=[C:2]1[C:6]1([NH:10][C:11]([C:13]2[CH:18]=[CH:17][C:16](Br)=[C:15]([O:20][CH2:21][C:22]3([CH3:26])[CH2:25][O:24][CH2:23]3)[N:14]=2)=[O:12])[CH2:9]O[CH2:7]1.Cl.[F:28][C:29]1([F:33])[CH2:32][NH:31][CH2:30]1, predict the reaction product. The product is: [CH3:7][C:6]([NH:10][C:11]([C:13]1[CH:18]=[CH:17][C:16]([N:31]2[CH2:32][C:29]([F:33])([F:28])[CH2:30]2)=[C:15]([O:20][CH2:21][C:22]2([CH3:26])[CH2:23][O:24][CH2:25]2)[N:14]=1)=[O:12])([C:2]1[S:1][CH:5]=[CH:4][N:3]=1)[CH3:9]. (6) Given the reactants [NH2:1][C:2]1[C:3]([CH3:13])=[C:4]([CH:9]=[C:10]([Br:12])[CH:11]=1)[C:5]([O:7][CH3:8])=[O:6].[C:14]1(=O)[CH2:18][CH2:17][CH2:16][CH2:15]1.C(O)(=O)C.[BH3-]C#N.[Na+], predict the reaction product. The product is: [Br:12][C:10]1[CH:11]=[C:2]([NH:1][CH:14]2[CH2:18][CH2:17][CH2:16][CH2:15]2)[C:3]([CH3:13])=[C:4]([CH:9]=1)[C:5]([O:7][CH3:8])=[O:6]. (7) Given the reactants [C:1]([OH:7])([C:3]([F:6])([F:5])[F:4])=[O:2].[F:8][C:9]([F:46])([F:45])[C:10]1[CH:11]=[C:12]([C:20]2[N:24]=[CH:23][N:22](/[CH:25]=[CH:26]\[C:27]([NH:29][NH:30][C:31](=[O:44])[C@H:32]([NH:36]C(=O)OC(C)(C)C)[CH:33]([CH3:35])[CH3:34])=[O:28])[N:21]=2)[CH:13]=[C:14]([C:16]([F:19])([F:18])[F:17])[CH:15]=1, predict the reaction product. The product is: [F:4][C:3]([F:6])([F:5])[C:1]([OH:7])=[O:2].[NH2:36][C@H:32]([CH:33]([CH3:35])[CH3:34])[C:31]([NH:30][NH:29][C:27](=[O:28])/[CH:26]=[CH:25]\[N:22]1[CH:23]=[N:24][C:20]([C:12]2[CH:11]=[C:10]([C:9]([F:45])([F:46])[F:8])[CH:15]=[C:14]([C:16]([F:18])([F:17])[F:19])[CH:13]=2)=[N:21]1)=[O:44]. (8) Given the reactants [F:1][C:2]([F:33])([F:32])[C:3]([N:5]1[CH2:10][CH2:9][CH:8]([CH2:11][O:12][C:13]2[CH:22]=[C:21]3[C:16]([CH:17]([C:24]4[CH:29]=[CH:28][C:27]([O:30][CH3:31])=[CH:26][CH:25]=4)[CH2:18][N:19]([CH3:23])[CH2:20]3)=[CH:15][CH:14]=2)[CH2:7][CH2:6]1)=O.[H-].[H-].[H-].[H-].[Li+].[Al+3].[NH4+].[Cl-], predict the reaction product. The product is: [CH3:31][O:30][C:27]1[CH:26]=[CH:25][C:24]([CH:17]2[C:16]3[C:21](=[CH:22][C:13]([O:12][CH2:11][CH:8]4[CH2:9][CH2:10][N:5]([CH2:3][C:2]([F:33])([F:1])[F:32])[CH2:6][CH2:7]4)=[CH:14][CH:15]=3)[CH2:20][N:19]([CH3:23])[CH2:18]2)=[CH:29][CH:28]=1. (9) Given the reactants [CH2:1]([SH:3])[CH3:2].[CH:4]12[CH2:13][CH:8]3[CH2:9][CH:10]([CH2:12][CH:6]([CH2:7]3)[CH:5]1[NH:14][C:15]([C:17]1[C:18](Cl)=[N:19][C:20]([Cl:23])=[CH:21][CH:22]=1)=[O:16])[CH2:11]2.C(=O)([O-])[O-].[Na+].[Na+], predict the reaction product. The product is: [CH:6]12[CH2:7][CH:8]3[CH2:9][CH:10]([CH2:11][CH:4]([CH2:13]3)[CH:5]1[NH:14][C:15]([C:17]1[C:18]([S:3][CH2:1][CH3:2])=[N:19][C:20]([Cl:23])=[CH:21][CH:22]=1)=[O:16])[CH2:12]2. (10) Given the reactants CC1(C)C(C)(C)OB(B2OC(C)(C)C(C)(C)O2)O1.C1C=CC(P(C2C=CC=CC=2)C2C=CC=CC=2)=CC=1.C([O-])([O-])=O.[K+].[K+].FC(F)(F)S(O[C:50]1[CH2:56][O:55][CH2:54][CH2:53][N:52]([C:57]([O:59][C:60]([CH3:63])([CH3:62])[CH3:61])=[O:58])[CH:51]=1)(=O)=O.Cl[C:67]1[C:72]2[CH:73]=[CH:74][NH:75][C:71]=2[C:70]([C:76]([O:78][CH3:79])=[O:77])=[CH:69][N:68]=1, predict the reaction product. The product is: [CH3:79][O:78][C:76]([C:70]1[C:71]2[NH:75][CH:74]=[CH:73][C:72]=2[C:67]([C:50]2[CH2:56][O:55][CH2:54][CH2:53][N:52]([C:57]([O:59][C:60]([CH3:63])([CH3:62])[CH3:61])=[O:58])[CH:51]=2)=[N:68][CH:69]=1)=[O:77].